This data is from Forward reaction prediction with 1.9M reactions from USPTO patents (1976-2016). The task is: Predict the product of the given reaction. (1) Given the reactants N[CH:2]([NH2:4])[CH3:3].P([O-])([O-])([O-])=O.[K+].[K+].[K+].Br[C:14]1[CH:19]=[C:18]([Br:20])[C:17](Br)=[CH:16][C:15]=1[Br:22].[CH:23]1[C:35]2[NH:34][C:33]3[C:28](=[CH:29][CH:30]=[CH:31][CH:32]=3)[C:27]=2[CH:26]=[CH:25][CH:24]=1, predict the reaction product. The product is: [Br:22][C:15]1[C:14]([N:34]2[C:33]3[CH:32]=[CH:31][CH:30]=[CH:29][C:28]=3[C:27]3[C:35]2=[CH:23][CH:24]=[CH:25][CH:26]=3)=[CH:19][C:18]([Br:20])=[C:17]([N:4]2[C:2]3[CH:3]=[CH:31][CH:30]=[CH:29][C:28]=3[C:27]3[C:26]2=[CH:25][CH:24]=[CH:23][CH:35]=3)[CH:16]=1. (2) Given the reactants Cl.[NH2:2][C:3]1[CH:4]=[C:5]([C:9]2[C:17]3[S:16][C:15]([C:18]([NH:20][C@@H:21]4[CH:26]5[CH2:27][CH2:28][N:23]([CH2:24][CH2:25]5)[CH2:22]4)=[O:19])=[CH:14][C:13]=3[CH:12]=[CH:11][CH:10]=2)[CH:6]=[CH:7][CH:8]=1.[O:29]1[CH2:33][CH2:32][CH2:31][CH:30]1[C:34]([Cl:36])=[O:35], predict the reaction product. The product is: [ClH:36].[N:23]12[CH2:24][CH2:25][CH:26]([CH2:27][CH2:28]1)[C@@H:21]([NH:20][C:18]([C:15]1[S:16][C:17]3[C:9]([C:5]4[CH:6]=[CH:7][CH:8]=[C:3]([NH:2][C:34]([CH:30]5[CH2:31][CH2:32][CH2:33][O:29]5)=[O:35])[CH:4]=4)=[CH:10][CH:11]=[CH:12][C:13]=3[CH:14]=1)=[O:19])[CH2:22]2. (3) Given the reactants [F:1][C:2]1[CH:3]=[C:4]([C@H:12]2[CH2:16][CH2:15][CH2:14][N:13]2[C:17]([O:19][C:20]([CH3:23])([CH3:22])[CH3:21])=[O:18])[CH:5]=[CH:6][C:7]=1[C:8]([O:10]C)=[O:9].O.[OH-].[Li+].Cl, predict the reaction product. The product is: [C:20]([O:19][C:17]([N:13]1[CH2:14][CH2:15][CH2:16][C@@H:12]1[C:4]1[CH:5]=[CH:6][C:7]([C:8]([OH:10])=[O:9])=[C:2]([F:1])[CH:3]=1)=[O:18])([CH3:23])([CH3:21])[CH3:22]. (4) Given the reactants CC1C=CC(S(O[CH2:12][CH2:13][CH2:14][S:15]([CH3:18])(=[O:17])=[O:16])(=O)=O)=CC=1.[Br:19][C:20]1[C:25]([CH3:26])=[CH:24][C:23]([OH:27])=[CH:22][C:21]=1[CH3:28].C([O-])([O-])=O.[K+].[K+].O, predict the reaction product. The product is: [Br:19][C:20]1[C:25]([CH3:26])=[CH:24][C:23]([O:27][CH2:12][CH2:13][CH2:14][S:15]([CH3:18])(=[O:17])=[O:16])=[CH:22][C:21]=1[CH3:28].